This data is from Forward reaction prediction with 1.9M reactions from USPTO patents (1976-2016). The task is: Predict the product of the given reaction. (1) The product is: [OH:8][CH2:9][CH2:10][S:11]([NH:14][C:15]1[CH:16]=[N:17][CH:18]=[C:19]([C:21]2[N:22]([CH3:30])[C:23]3[C:28]([CH:29]=2)=[CH:27][CH:26]=[CH:25][CH:24]=3)[CH:20]=1)(=[O:13])=[O:12]. Given the reactants C([O:8][CH2:9][CH2:10][S:11]([NH:14][C:15]1[CH:16]=[N:17][CH:18]=[C:19]([C:21]2[N:22]([CH3:30])[C:23]3[C:28]([CH:29]=2)=[CH:27][CH:26]=[CH:25][CH:24]=3)[CH:20]=1)(=[O:13])=[O:12])C1C=CC=CC=1, predict the reaction product. (2) Given the reactants Cl[C:2]1[C:11]2[C:6](=[CH:7][CH:8]=[CH:9][CH:10]=2)[C:5]([CH2:12][C:13]2[S:14][CH:15]=[CH:16][CH:17]=2)=[CH:4][N:3]=1.[CH3:18][N:19]1[C:23]([C:24]2[CH:25]=[C:26]([CH:28]=[CH:29][CH:30]=2)[NH2:27])=[CH:22][N:21]=[C:20]1[CH3:31], predict the reaction product. The product is: [CH3:18][N:19]1[C:23]([C:24]2[CH:25]=[C:26]([NH:27][C:2]3[C:11]4[C:6](=[CH:7][CH:8]=[CH:9][CH:10]=4)[C:5]([CH2:12][C:13]4[S:14][CH:15]=[CH:16][CH:17]=4)=[CH:4][N:3]=3)[CH:28]=[CH:29][CH:30]=2)=[CH:22][N:21]=[C:20]1[CH3:31]. (3) Given the reactants [C:6](O[C:6](=[O:9])[CH2:7][CH3:8])(=[O:9])[CH2:7][CH3:8].[Br:10][C:11]1[CH:16]=[CH:15][C:14]([CH:17]([NH2:19])[CH3:18])=[CH:13][CH:12]=1.C(N(CC)CC)C, predict the reaction product. The product is: [Br:10][C:11]1[CH:16]=[CH:15][C:14]([CH:17]([NH:19][C:6](=[O:9])[CH2:7][CH3:8])[CH3:18])=[CH:13][CH:12]=1. (4) Given the reactants CN[C@@H:3]1[CH2:7][CH2:6][N:5]([C:8]2[C:9]3[CH:16]=[CH:15][NH:14][C:10]=3[N:11]=[CH:12][N:13]=2)[CH2:4]1.[F:17][C:18]1[CH:19]=[C:20]([CH:23]=[CH:24][C:25]=1F)[C:21]#[N:22].C[CH2:28][N:29](C(C)C)C(C)C.O, predict the reaction product. The product is: [N:11]1[C:10]2[NH:14][CH:15]=[CH:16][C:9]=2[C:8]([N:5]2[CH2:6][CH2:7][CH:3]([C:25]3[CH:24]=[CH:23][C:20]([C:21]#[N:22])=[C:19]([NH:29][CH3:28])[C:18]=3[F:17])[CH2:4]2)=[N:13][CH:12]=1. (5) Given the reactants [CH2:1]([N:6]1[C:10](=[O:11])[CH:9]([CH2:12][C:13]([OH:15])=[O:14])[S:8][CH:7]1[C:16]1[CH:21]=[CH:20][CH:19]=[CH:18][CH:17]=1)[CH2:2][CH:3]([CH3:5])[CH3:4].[CH3:22][CH2:23]O, predict the reaction product. The product is: [CH2:1]([N:6]1[C:10](=[O:11])[CH:9]([CH2:12][C:13]([O:15][CH2:22][CH3:23])=[O:14])[S:8][CH:7]1[C:16]1[CH:21]=[CH:20][CH:19]=[CH:18][CH:17]=1)[CH2:2][CH:3]([CH3:5])[CH3:4]. (6) Given the reactants C[O:2][C:3]1[CH:8]=[CH:7][C:6]([P:9](=[O:28])([C:20]2[CH:25]=[CH:24][C:23]([O:26]C)=[CH:22][CH:21]=2)[C:10]2[C:19]3[C:14](=[CH:15][CH:16]=[CH:17][CH:18]=3)[CH:13]=[CH:12][CH:11]=2)=[CH:5][CH:4]=1.Br.[Br-].[K+].S([O-])([O-])=O.[Na+].[Na+].CBr, predict the reaction product. The product is: [OH:2][C:3]1[CH:8]=[CH:7][C:6]([P:9](=[O:28])([C:20]2[CH:21]=[CH:22][C:23]([OH:26])=[CH:24][CH:25]=2)[C:10]2[C:19]3[C:14](=[CH:15][CH:16]=[CH:17][CH:18]=3)[CH:13]=[CH:12][CH:11]=2)=[CH:5][CH:4]=1.